From a dataset of Full USPTO retrosynthesis dataset with 1.9M reactions from patents (1976-2016). Predict the reactants needed to synthesize the given product. (1) The reactants are: Br[C:2]1[C:3]2[CH:10]=[C:9]([CH2:11][O:12][C:13]3[CH:18]=[CH:17][C:16]([C@@H:19]([C:26]#[C:27][CH3:28])[CH2:20][C:21]([O:23][CH2:24][CH3:25])=[O:22])=[CH:15][CH:14]=3)[CH:8]=[CH:7][C:4]=2[S:5][CH:6]=1.[CH3:29][O:30][C:31]1[CH:32]=[N:33][CH:34]=[CH:35][C:36]=1B(O)O.C([O-])([O-])=O.[Cs+].[Cs+]. Given the product [CH3:29][O:30][C:31]1[CH:32]=[N:33][CH:34]=[CH:35][C:36]=1[C:2]1[C:3]2[CH:10]=[C:9]([CH2:11][O:12][C:13]3[CH:18]=[CH:17][C:16]([C@@H:19]([C:26]#[C:27][CH3:28])[CH2:20][C:21]([O:23][CH2:24][CH3:25])=[O:22])=[CH:15][CH:14]=3)[CH:8]=[CH:7][C:4]=2[S:5][CH:6]=1, predict the reactants needed to synthesize it. (2) Given the product [Si:5]([O:8][C@@H:9]1[C:17]2[C:12](=[C:13]([C:29]3[C:30]([F:35])=[N:31][CH:32]=[CH:33][CH:34]=3)[CH:14]=[CH:15][C:16]=2[F:18])[CH2:11][CH2:10]1)([C:1]([CH3:3])([CH3:4])[CH3:2])([CH3:6])[CH3:7], predict the reactants needed to synthesize it. The reactants are: [C:1]([Si:5]([O:8][C@@H:9]1[C:17]2[C:12](=[C:13](B3OC(C)(C)C(C)(C)O3)[CH:14]=[CH:15][C:16]=2[F:18])[CH2:11][CH2:10]1)([CH3:7])[CH3:6])([CH3:4])([CH3:3])[CH3:2].Br[C:29]1[C:30]([F:35])=[N:31][CH:32]=[CH:33][CH:34]=1.BrC1C=CC(F)=C2C=1CC[C@H]2OC1C=CC2[C@H](CC(OC)=O)COC=2C=1. (3) Given the product [F:19][CH:2]([F:1])[O:3][C:4]1[CH:5]=[C:6]([O:17][CH3:18])[C:7]2[N:8]=[N:20][C:15]3=[C:14]([CH3:16])[N:13]=[CH:12][N:11]3[C:9]=2[CH:10]=1, predict the reactants needed to synthesize it. The reactants are: [F:1][CH:2]([F:19])[O:3][C:4]1[CH:10]=[C:9]([N:11]2[CH:15]=[C:14]([CH3:16])[N:13]=[CH:12]2)[C:7]([NH2:8])=[C:6]([O:17][CH3:18])[CH:5]=1.[N:20]([O-])=O.[Na+]. (4) The reactants are: COC1C=CC(P2(SP(C3C=CC(OC)=CC=3)(=S)S2)=[S:10])=CC=1.[CH2:23]([N:30]1[C:35](=O)[C:34]([C:37]2[CH:42]=[CH:41][C:40]([O:43][CH2:44][C:45]3[CH:50]=[CH:49][CH:48]=[CH:47][CH:46]=3)=[C:39]([F:51])[CH:38]=2)=[CH:33][N:32]=[CH:31]1)[C:24]1[CH:29]=[CH:28][CH:27]=[CH:26][CH:25]=1. Given the product [CH2:23]([N:30]1[C:35](=[S:10])[C:34]([C:37]2[CH:42]=[CH:41][C:40]([O:43][CH2:44][C:45]3[CH:50]=[CH:49][CH:48]=[CH:47][CH:46]=3)=[C:39]([F:51])[CH:38]=2)=[CH:33][N:32]=[CH:31]1)[C:24]1[CH:29]=[CH:28][CH:27]=[CH:26][CH:25]=1, predict the reactants needed to synthesize it. (5) Given the product [C:1]1([CH:7]2[CH2:9][CH:8]2[C:10]([N:22]2[CH2:23][CH2:24][N:19]([C:14]3[CH:15]=[CH:16][CH:17]=[CH:18][C:13]=3[CH3:25])[CH2:20][CH2:21]2)=[O:12])[CH:2]=[CH:3][CH:4]=[CH:5][CH:6]=1, predict the reactants needed to synthesize it. The reactants are: [C:1]1([C@@H:7]2[CH2:9][C@H:8]2[C:10]([OH:12])=O)[CH:6]=[CH:5][CH:4]=[CH:3][CH:2]=1.[C:13]1([CH3:25])[CH:18]=[CH:17][CH:16]=[CH:15][C:14]=1[N:19]1[CH2:24][CH2:23][NH:22][CH2:21][CH2:20]1.CCN(CC)CC.C(P1(=O)OP(CCC)(=O)OP(CCC)(=O)O1)CC. (6) Given the product [F:1][C:2]1[C:24]([F:25])=[CH:23][CH:22]=[CH:21][C:3]=1[CH2:4][N:5]1[C:9]2=[N:10][C:11]([CH3:20])=[C:12]([C:15]([O:17][CH2:18][CH3:19])=[O:16])[C:13]([OH:14])=[C:8]2[CH:7]=[CH:6]1, predict the reactants needed to synthesize it. The reactants are: [F:1][C:2]1[C:24]([F:25])=[CH:23][CH:22]=[CH:21][C:3]=1[CH2:4][N:5]1[C:9]2=[N:10][C:11]([CH3:20])=[C:12]([C:15]([O:17][CH2:18][CH3:19])=[O:16])[C:13]([OH:14])=[C:8]2[CH2:7][CH2:6]1.